The task is: Predict which catalyst facilitates the given reaction.. This data is from Catalyst prediction with 721,799 reactions and 888 catalyst types from USPTO. (1) Reactant: N(OCC(C)C)=O.[Cl:8][C:9]1[CH:39]=[CH:38][C:12]([CH2:13][CH2:14][NH:15][C:16]([C:18]2[CH:36]=[CH:35][C:21]([O:22][C:23]3[CH:28]=[CH:27][C:26]([CH2:29][C:30]([O:32][CH3:33])=[O:31])=[CH:25][C:24]=3[Cl:34])=[C:20](N)[CH:19]=2)=[O:17])=[CH:11][CH:10]=1. Product: [Cl:8][C:9]1[CH:10]=[CH:11][C:12]([CH2:13][CH2:14][NH:15][C:16]([C:18]2[CH:36]=[CH:35][C:21]([O:22][C:23]3[CH:28]=[CH:27][C:26]([CH2:29][C:30]([O:32][CH3:33])=[O:31])=[CH:25][C:24]=3[Cl:34])=[CH:20][CH:19]=2)=[O:17])=[CH:38][CH:39]=1. The catalyst class is: 39. (2) Product: [CH3:13][O:12][C:9]1[CH:10]=[CH:11][C:6]2[O:5][C:2]([CH3:14])([CH3:1])[CH:3]=[CH:4][C:7]=2[CH:8]=1. Reactant: [CH3:1][C:2]([CH3:14])([O:5][C:6]1[CH:11]=[CH:10][C:9]([O:12][CH3:13])=[CH:8][CH:7]=1)[CH:3]=[CH2:4]. The catalyst class is: 262. (3) Reactant: Cl.[Cl:2][C:3]1[N:4]=[C:5]([C:10]([NH:12][C@H:13]2[CH2:18][CH2:17][NH:16][CH2:15][C@H:14]2[O:19][CH2:20][CH3:21])=[O:11])[NH:6][C:7]=1[CH2:8][CH3:9].[CH3:22][N:23]1[CH:28]=[CH:27][CH:26]=[CH:25][C:24]1=[O:29].C(=O)([O-])[O-].[Na+].[Na+]. Product: [Cl:2][C:3]1[N:4]=[C:5]([C:10]([NH:12][C@H:13]2[CH2:18][CH2:17][N:16]([C:26]3[CH:27]=[CH:28][N:23]([CH3:22])[C:24](=[O:29])[CH:25]=3)[CH2:15][C@H:14]2[O:19][CH2:20][CH3:21])=[O:11])[NH:6][C:7]=1[CH2:8][CH3:9]. The catalyst class is: 16.